This data is from Forward reaction prediction with 1.9M reactions from USPTO patents (1976-2016). The task is: Predict the product of the given reaction. (1) Given the reactants Br[C:2]1[C:10]2[O:9][CH:8]=[C:7]([CH2:11][C:12]3[CH:17]=[CH:16][CH:15]=[C:14]([F:18])[CH:13]=3)[C:6]=2[CH:5]=[C:4]([F:19])[CH:3]=1.P([O-])([O-])([O-])=O.[K+].[K+].[K+].[CH:28]([Si:31]([CH:43]([CH3:45])[CH3:44])([CH:40]([CH3:42])[CH3:41])[N:32]1[CH:36]=[CH:35][C:34](B(O)O)=[CH:33]1)([CH3:30])[CH3:29].C[O:47][CH2:48][CH2:49]OC, predict the reaction product. The product is: [F:19][C:4]1[CH:3]=[C:2]([C:34]2[CH:35]=[CH:36][N:32]([Si:31]([CH:43]([CH3:45])[CH3:44])([CH:40]([CH3:42])[CH3:41])[CH:28]([CH3:30])[CH3:29])[CH:33]=2)[C:10]2[O:9][C:8]([C:48](=[O:47])[CH3:49])=[C:7]([CH2:11][C:12]3[CH:17]=[CH:16][CH:15]=[C:14]([F:18])[CH:13]=3)[C:6]=2[CH:5]=1. (2) The product is: [CH3:1][N:2]1[CH:6]=[C:5]([C:7]([Cl:14])=[O:8])[C:4]([CH3:10])=[N:3]1. Given the reactants [CH3:1][N:2]1[CH:6]=[C:5]([C:7](O)=[O:8])[C:4]([CH3:10])=[N:3]1.C(Cl)(=O)C([Cl:14])=O.CN(C)C=O, predict the reaction product. (3) Given the reactants [N:1]1[CH:6]=[CH:5][CH:4]=[CH:3][C:2]=1[NH2:7].Br[C:9]1[CH:14]=[CH:13][C:12]([O:15][CH3:16])=[C:11]([F:17])[CH:10]=1.C1(P(C2C=CC=CC=2)C2C3OC4C(=CC=CC=4P(C4C=CC=CC=4)C4C=CC=CC=4)C(C)(C)C=3C=CC=2)C=CC=CC=1.C([O-])([O-])=O.[Cs+].[Cs+], predict the reaction product. The product is: [F:17][C:11]1[CH:10]=[C:9]([NH:7][C:2]2[CH:3]=[CH:4][CH:5]=[CH:6][N:1]=2)[CH:14]=[CH:13][C:12]=1[O:15][CH3:16]. (4) Given the reactants [CH2:1]([Mg]Br)[CH3:2].[C:5]([O:9][C:10]([N:12]1[CH2:17][CH2:16][CH:15]([N:18]([CH2:33][C:34]2[CH:39]=[CH:38][CH:37]=[CH:36][CH:35]=2)[C:19]([CH:21]2[CH2:25][CH2:24][N:23]([CH2:26][C:27]3[CH:32]=[CH:31][CH:30]=[CH:29][CH:28]=3)[CH2:22]2)=O)[CH2:14][CH2:13]1)=[O:11])([CH3:8])([CH3:7])[CH3:6], predict the reaction product. The product is: [C:5]([O:9][C:10]([N:12]1[CH2:17][CH2:16][CH:15]([N:18]([CH2:33][C:34]2[CH:39]=[CH:38][CH:37]=[CH:36][CH:35]=2)[C:19]2([CH:21]3[CH2:25][CH2:24][N:23]([CH2:26][C:27]4[CH:32]=[CH:31][CH:30]=[CH:29][CH:28]=4)[CH2:22]3)[CH2:2][CH2:1]2)[CH2:14][CH2:13]1)=[O:11])([CH3:8])([CH3:7])[CH3:6].